Dataset: Forward reaction prediction with 1.9M reactions from USPTO patents (1976-2016). Task: Predict the product of the given reaction. (1) Given the reactants [C:1]([O:9][CH2:10][C:11]#[N:12])(=[O:8])[C:2]1[CH:7]=[CH:6][CH:5]=[CH:4][CH:3]=1.[NH2:13][OH:14], predict the reaction product. The product is: [C:1]([O:9][CH2:10][C:11]([NH:13][OH:14])=[NH:12])(=[O:8])[C:2]1[CH:7]=[CH:6][CH:5]=[CH:4][CH:3]=1. (2) Given the reactants Cl[C:2]1[CH:7]=[C:6]([C:8]2[C:16]3[C:11](=[N:12][CH:13]=[CH:14][CH:15]=3)[N:10](S(C3C=CC=CC=3)(=O)=O)[CH:9]=2)[CH:5]=[C:4]([Cl:26])[N:3]=1.[NH2:27][CH2:28][CH2:29][C:30]1[CH:31]=[C:32]([OH:36])[CH:33]=[CH:34][CH:35]=1.Cl.C(N(C(C)C)CC)(C)C, predict the reaction product. The product is: [Cl:26][C:4]1[N:3]=[C:2]([NH:27][CH2:28][CH2:29][C:30]2[CH:31]=[C:32]([OH:36])[CH:33]=[CH:34][CH:35]=2)[CH:7]=[C:6]([C:8]2[C:16]3[C:11](=[N:12][CH:13]=[CH:14][CH:15]=3)[NH:10][CH:9]=2)[CH:5]=1. (3) Given the reactants [NH2:1][C:2]1[N:6]([C:7]2[C:15]([Cl:16])=[C:10]3[CH2:11][CH2:12][CH2:13][CH2:14][N:9]3[N:8]=2)[N:5]=[CH:4][C:3]=1[C:17]#[N:18].[OH-].[Na+].Cl[CH2:22][CH:23]1[CH2:25][CH2:24]1.O, predict the reaction product. The product is: [Cl:16][C:15]1[C:7]([N:6]2[C:2]([NH:1][CH2:22][CH:23]3[CH2:25][CH2:24]3)=[C:3]([C:17]#[N:18])[CH:4]=[N:5]2)=[N:8][N:9]2[CH2:14][CH2:13][CH2:12][CH2:11][C:10]=12. (4) Given the reactants [CH3:1][C:2]1([CH3:29])[N:6]([C:7]2[S:8][C:9]3[CH:15]=[C:14]([CH2:16][NH:17][C:18]4[C:23]([NH2:24])=[CH:22][N:21]=[CH:20][N:19]=4)[CH:13]=[CH:12][C:10]=3[N:11]=2)[C@@H:5]2[CH2:25][CH2:26][CH2:27][CH2:28][C@H:4]2[O:3]1.Br[C:31]1C=C(N)C(NCC2C=CC3N=C(SC)SC=3C=2)=CC=1OC, predict the reaction product. The product is: [N:21]1[CH:22]=[C:23]2[C:18]([N:17]([CH2:16][C:14]3[CH:13]=[CH:12][C:10]4[N:11]=[C:7]([N:6]5[C@@H:5]6[CH2:25][CH2:26][CH2:27][CH2:28][C@H:4]6[O:3][C:2]5([CH3:29])[CH3:1])[S:8][C:9]=4[CH:15]=3)[CH:31]=[N:24]2)=[N:19][CH:20]=1. (5) Given the reactants [CH3:1][C:2]1[CH:7]=[C:6]([CH3:8])[CH:5]=[CH:4][C:3]=1[N:9]1[CH2:14][CH2:13][N:12]([C:15]([C:17]2[CH:22]=[CH:21][C:20]([N:23]3[C:27](=[O:28])[CH2:26][CH:25]([C:29]([OH:31])=O)[CH2:24]3)=[CH:19][CH:18]=2)=[O:16])[CH2:11][CH2:10]1.Cl.[F:33][C:34]1([F:41])[C:38]([F:40])([F:39])[CH2:37][NH:36][CH2:35]1, predict the reaction product. The product is: [CH3:1][C:2]1[CH:7]=[C:6]([CH3:8])[CH:5]=[CH:4][C:3]=1[N:9]1[CH2:10][CH2:11][N:12]([C:15]([C:17]2[CH:22]=[CH:21][C:20]([N:23]3[CH2:24][CH:25]([C:29]([N:36]4[CH2:37][C:38]([F:40])([F:39])[C:34]([F:41])([F:33])[CH2:35]4)=[O:31])[CH2:26][C:27]3=[O:28])=[CH:19][CH:18]=2)=[O:16])[CH2:13][CH2:14]1. (6) Given the reactants [NH2:1][C:2]1[N:7]=[CH:6][C:5]([N:8]2[CH2:13][CH2:12][N:11]([C:14]([O:16][C:17]([CH3:20])([CH3:19])[CH3:18])=[O:15])[CH2:10][CH2:9]2)=[CH:4][C:3]=1[N+:21]([O-])=O.[CH2:24]([O:31][C:32]1[CH:39]=[CH:38][C:35]([CH:36]=O)=[CH:34][CH:33]=1)[C:25]1[CH:30]=[CH:29][CH:28]=[CH:27][CH:26]=1.S(S([O-])=O)([O-])=O.[Na+].[Na+], predict the reaction product. The product is: [CH2:24]([O:31][C:32]1[CH:33]=[CH:34][C:35]([C:36]2[NH:1][C:2]3=[N:7][CH:6]=[C:5]([N:8]4[CH2:13][CH2:12][N:11]([C:14]([O:16][C:17]([CH3:20])([CH3:19])[CH3:18])=[O:15])[CH2:10][CH2:9]4)[CH:4]=[C:3]3[N:21]=2)=[CH:38][CH:39]=1)[C:25]1[CH:26]=[CH:27][CH:28]=[CH:29][CH:30]=1. (7) Given the reactants Cl[CH2:2][C:3]1[CH:8]=[CH:7][N:6]=[C:5]([NH:9][C:10]2[S:11][C:12]([C:15]#[N:16])=[CH:13][N:14]=2)[CH:4]=1.[CH3:17][N:18]([CH3:27])[C:19]([N:21]1[CH2:26][CH2:25][NH:24][CH2:23][CH2:22]1)=[O:20], predict the reaction product. The product is: [C:15]([C:12]1[S:11][C:10]([NH:9][C:5]2[CH:4]=[C:3]([CH2:2][N:24]3[CH2:23][CH2:22][N:21]([C:19]([N:18]([CH3:27])[CH3:17])=[O:20])[CH2:26][CH2:25]3)[CH:8]=[CH:7][N:6]=2)=[N:14][CH:13]=1)#[N:16]. (8) Given the reactants Br[C:2]1[N:6]([CH:7]([CH3:9])[CH3:8])[C:5]2[CH:10]([C:27]3[CH:32]=[CH:31][C:30]([Cl:33])=[CH:29][CH:28]=3)[N:11]([C:14]3[CH:15]=[C:16]([CH3:26])[C:17]4[N:18]([C:20]([CH:23]([F:25])[F:24])=[N:21][N:22]=4)[CH:19]=3)[C:12](=[O:13])[C:4]=2[N:3]=1.[CH3:34][O:35][C:36]1[N:41]=[C:40]([O:42][CH3:43])[C:39](B(O)O)=[CH:38][N:37]=1, predict the reaction product. The product is: [Cl:33][C:30]1[CH:31]=[CH:32][C:27]([CH:10]2[C:5]3[N:6]([CH:7]([CH3:9])[CH3:8])[C:2]([C:39]4[C:40]([O:42][CH3:43])=[N:41][C:36]([O:35][CH3:34])=[N:37][CH:38]=4)=[N:3][C:4]=3[C:12](=[O:13])[N:11]2[C:14]2[CH:15]=[C:16]([CH3:26])[C:17]3[N:18]([C:20]([CH:23]([F:24])[F:25])=[N:21][N:22]=3)[CH:19]=2)=[CH:28][CH:29]=1. (9) The product is: [CH2:22]([O:21][C:20](=[O:24])[CH2:19][C:6]1([CH2:5][C:4]([NH:31][CH2:29][CH3:30])=[O:3])[CH2:7][CH2:8][N:9]([C:12]([O:14][C:15]([CH3:18])([CH3:17])[CH3:16])=[O:13])[CH2:10][CH2:11]1)[CH3:23]. Given the reactants C([O:3][C:4](=O)[CH2:5][C:6]1([CH2:19][C:20](=[O:24])[O:21][CH2:22][CH3:23])[CH2:11][CH2:10][N:9]([C:12]([O:14][C:15]([CH3:18])([CH3:17])[CH3:16])=[O:13])[CH2:8][CH2:7]1)C.[OH-].[Na+].Cl.[CH2:29]([NH2:31])[CH3:30].ON1C2C=CC=CC=2N=N1.Cl.C(N=C=NCCCN(C)C)C, predict the reaction product.